This data is from Blood-brain barrier permeability classification from the B3DB database. The task is: Regression/Classification. Given a drug SMILES string, predict its absorption, distribution, metabolism, or excretion properties. Task type varies by dataset: regression for continuous measurements (e.g., permeability, clearance, half-life) or binary classification for categorical outcomes (e.g., BBB penetration, CYP inhibition). Dataset: b3db_classification. (1) The drug is CN1[C@H]2CC[C@@H]1CC(OC(=O)[C@](C)(CO)c1ccccc1)C2. The result is 1 (penetrates BBB). (2) The drug is CN1CCC(=C2c3ccccc3Sc3ccccc32)CC1. The result is 1 (penetrates BBB). (3) The drug is CO/N=C(\C(=O)NC1C(=O)N2C(C(=O)O)=C(CSC(=O)c3ccco3)CS[C@@H]12)c1csc(N)n1. The result is 0 (does not penetrate BBB). (4) The compound is CNC[C@@H](O)c1ccc(O)c(O)c1. The result is 0 (does not penetrate BBB). (5) The compound is O=C(O)C1=C(C[n+]2ccc(CCS(=O)(=O)O)cc2)CS[C@@H]2[C@H](NC(=O)[C@H](NC(=O)c3nc[nH]c3C(=O)O)c3ccccc3)C(=O)N12. The result is 0 (does not penetrate BBB).